Dataset: Full USPTO retrosynthesis dataset with 1.9M reactions from patents (1976-2016). Task: Predict the reactants needed to synthesize the given product. (1) The reactants are: [NH2:1][C:2]1[C:7]([C:8]#[N:9])=[C:6]([NH:10][C@H:11]([C:13]2[N:17]([CH3:18])[C:16]3[C:19](Br)=[C:20]([F:23])[CH:21]=[CH:22][C:15]=3[N:14]=2)[CH3:12])[N:5]=[CH:4][N:3]=1.CC1(C)C(C)(C)OB([C:33]2[CH:34]=[N:35][NH:36][CH:37]=2)O1.C(=O)([O-])[O-].[Cs+].[Cs+]. Given the product [NH2:1][C:2]1[C:7]([C:8]#[N:9])=[C:6]([NH:10][C@H:11]([C:13]2[N:17]([CH3:18])[C:16]3[C:19]([C:33]4[CH:34]=[N:35][NH:36][CH:37]=4)=[C:20]([F:23])[CH:21]=[CH:22][C:15]=3[N:14]=2)[CH3:12])[N:5]=[CH:4][N:3]=1, predict the reactants needed to synthesize it. (2) The reactants are: F[C:2]1[CH:7]=[CH:6][C:5]([N+:8]([O-:10])=[O:9])=[C:4]([C:11]([F:14])([F:13])[F:12])[CH:3]=1.[NH2:15][C:16]([CH3:20])([CH3:19])[CH2:17][OH:18].C(N(C(C)C)CC)(C)C. Given the product [CH3:19][C:16]([NH:15][C:2]1[CH:7]=[CH:6][C:5]([N+:8]([O-:10])=[O:9])=[C:4]([C:11]([F:14])([F:13])[F:12])[CH:3]=1)([CH3:20])[CH2:17][OH:18], predict the reactants needed to synthesize it. (3) Given the product [Cl:16][C:17]1[CH:18]=[C:19]([C:2]2[CH:7]=[CH:6][C:5](/[C:8](/[CH3:15])=[CH:9]/[C:10]([O:12][CH2:13][CH3:14])=[O:11])=[CH:4][CH:3]=2)[CH:20]=[C:21]([Cl:23])[CH:22]=1, predict the reactants needed to synthesize it. The reactants are: I[C:2]1[CH:7]=[CH:6][C:5](/[C:8](/[CH3:15])=[CH:9]/[C:10]([O:12][CH2:13][CH3:14])=[O:11])=[CH:4][CH:3]=1.[Cl:16][C:17]1[CH:18]=[C:19](B(O)O)[CH:20]=[C:21]([Cl:23])[CH:22]=1. (4) Given the product [Cl:8][CH:14]([CH2:15][C:2]1[CH:7]=[CH:6][CH:5]=[CH:4][CH:3]=1)[C:13]([O:17][CH3:18])=[O:16], predict the reactants needed to synthesize it. The reactants are: N[C:2]1[CH:7]=[CH:6][CH:5]=[CH:4][CH:3]=1.[ClH:8].N([O-])=O.[Na+].[C:13]([O:17][CH3:18])(=[O:16])[CH:14]=[CH2:15]. (5) Given the product [ClH:1].[CH3:16][C:17]1[CH:21]=[C:20]([CH3:22])[N:19]([C:2]2[N:11]=[C:10]([NH:15][CH2:13][CH3:14])[C:9]3[C:4](=[CH:5][CH:6]=[CH:7][CH:8]=3)[N:3]=2)[N:18]=1, predict the reactants needed to synthesize it. The reactants are: [Cl:1][C:2]1[N:11]=[C:10](Cl)[C:9]2[C:4](=[CH:5][CH:6]=[CH:7][CH:8]=2)[N:3]=1.[CH2:13]([NH2:15])[CH3:14].[CH3:16][C:17]1[CH:21]=[C:20]([CH3:22])[NH:19][N:18]=1. (6) The reactants are: N[C@@H:2]1[CH2:6][CH2:5][N:4](C(OC(C)(C)C)=O)[CH2:3]1.[CH3:14][N:15]1[C:23]2[C:18](=[CH:19][CH:20]=[CH:21][CH:22]=2)[CH:17]=[C:16]1[C:24]([OH:26])=O.[NH3:27]. Given the product [CH3:14][N:15]1[C:23]2[C:18](=[CH:19][CH:20]=[CH:21][CH:22]=2)[C:17]([C@H:2]2[CH2:6][CH2:5][NH:4][CH2:3]2)=[C:16]1[C:24]([NH2:27])=[O:26], predict the reactants needed to synthesize it.